Dataset: NCI-60 drug combinations with 297,098 pairs across 59 cell lines. Task: Regression. Given two drug SMILES strings and cell line genomic features, predict the synergy score measuring deviation from expected non-interaction effect. (1) Drug 1: CC1=C2C(C(=O)C3(C(CC4C(C3C(C(C2(C)C)(CC1OC(=O)C(C(C5=CC=CC=C5)NC(=O)C6=CC=CC=C6)O)O)OC(=O)C7=CC=CC=C7)(CO4)OC(=O)C)O)C)OC(=O)C. Drug 2: C1C(C(OC1N2C=NC3=C2NC=NCC3O)CO)O. Cell line: SN12C. Synergy scores: CSS=27.7, Synergy_ZIP=0.977, Synergy_Bliss=3.36, Synergy_Loewe=-23.4, Synergy_HSA=1.66. (2) Drug 1: COC1=C(C=C2C(=C1)N=CN=C2NC3=CC(=C(C=C3)F)Cl)OCCCN4CCOCC4. Drug 2: C(CN)CNCCSP(=O)(O)O. Cell line: OVCAR-5. Synergy scores: CSS=11.5, Synergy_ZIP=-8.26, Synergy_Bliss=-15.4, Synergy_Loewe=-41.9, Synergy_HSA=-17.3. (3) Drug 1: C1=NC(=NC(=O)N1C2C(C(C(O2)CO)O)O)N. Drug 2: CS(=O)(=O)CCNCC1=CC=C(O1)C2=CC3=C(C=C2)N=CN=C3NC4=CC(=C(C=C4)OCC5=CC(=CC=C5)F)Cl. Cell line: NCI-H322M. Synergy scores: CSS=27.4, Synergy_ZIP=-12.4, Synergy_Bliss=-7.95, Synergy_Loewe=-3.05, Synergy_HSA=-1.96. (4) Drug 1: CCC1=C2CN3C(=CC4=C(C3=O)COC(=O)C4(CC)O)C2=NC5=C1C=C(C=C5)O. Drug 2: CN(C(=O)NC(C=O)C(C(C(CO)O)O)O)N=O. Cell line: SW-620. Synergy scores: CSS=41.7, Synergy_ZIP=2.04, Synergy_Bliss=5.94, Synergy_Loewe=-29.2, Synergy_HSA=7.14. (5) Drug 1: CCCS(=O)(=O)NC1=C(C(=C(C=C1)F)C(=O)C2=CNC3=C2C=C(C=N3)C4=CC=C(C=C4)Cl)F. Drug 2: CC(C)(C#N)C1=CC(=CC(=C1)CN2C=NC=N2)C(C)(C)C#N. Cell line: HCT116. Synergy scores: CSS=0.155, Synergy_ZIP=1.55, Synergy_Bliss=0.208, Synergy_Loewe=-0.445, Synergy_HSA=-1.87. (6) Drug 1: CN1CCC(CC1)COC2=C(C=C3C(=C2)N=CN=C3NC4=C(C=C(C=C4)Br)F)OC. Synergy scores: CSS=22.9, Synergy_ZIP=-7.85, Synergy_Bliss=-1.65, Synergy_Loewe=-2.83, Synergy_HSA=-2.03. Drug 2: C1CN1P(=S)(N2CC2)N3CC3. Cell line: HOP-62. (7) Drug 1: C1=CC(=CC=C1CCCC(=O)O)N(CCCl)CCCl. Drug 2: CCCCCOC(=O)NC1=NC(=O)N(C=C1F)C2C(C(C(O2)C)O)O. Cell line: MOLT-4. Synergy scores: CSS=53.7, Synergy_ZIP=3.03, Synergy_Bliss=1.64, Synergy_Loewe=-16.0, Synergy_HSA=2.14.